Dataset: Full USPTO retrosynthesis dataset with 1.9M reactions from patents (1976-2016). Task: Predict the reactants needed to synthesize the given product. (1) Given the product [Cl:8][C:7]1[CH:6]=[CH:5][C:4]([OH:9])=[CH:3][C:2]=1[NH:1][C:15](=[O:32])[CH:16]([CH2:20][C:21]1[CH:26]=[CH:25][C:24]([S:27]([CH3:30])(=[O:29])=[O:28])=[CH:23][C:22]=1[Cl:31])[C:17](=[O:19])[CH3:18], predict the reactants needed to synthesize it. The reactants are: [NH2:1][C:2]1[CH:3]=[C:4]([OH:9])[CH:5]=[CH:6][C:7]=1[Cl:8].C(S[C:15](=[O:32])[CH:16]([CH2:20][C:21]1[CH:26]=[CH:25][C:24]([S:27]([CH3:30])(=[O:29])=[O:28])=[CH:23][C:22]=1[Cl:31])[C:17](=[O:19])[CH3:18])(C)(C)C. (2) Given the product [NH2:39][C:2]1[N:7]=[C:6]([C:8]2[S:12][C:11]([CH:13]3[CH2:18][CH2:17][O:16][CH2:15][CH2:14]3)=[N:10][C:9]=2[C:19]2[C:20]([F:37])=[C:21]([NH:25][S:26]([C:29]3[C:34]([F:35])=[CH:33][CH:32]=[CH:31][C:30]=3[F:36])(=[O:28])=[O:27])[CH:22]=[CH:23][CH:24]=2)[CH:5]=[CH:4][N:3]=1, predict the reactants needed to synthesize it. The reactants are: Cl[C:2]1[N:7]=[C:6]([C:8]2[S:12][C:11]([CH:13]3[CH2:18][CH2:17][O:16][CH2:15][CH2:14]3)=[N:10][C:9]=2[C:19]2[C:20]([F:37])=[C:21]([NH:25][S:26]([C:29]3[C:34]([F:35])=[CH:33][CH:32]=[CH:31][C:30]=3[F:36])(=[O:28])=[O:27])[CH:22]=[CH:23][CH:24]=2)[CH:5]=[CH:4][N:3]=1.[OH-].[NH3:39].